This data is from Reaction yield outcomes from USPTO patents with 853,638 reactions. The task is: Predict the reaction yield, written as a fraction of the theoretical maximum amount of product (1.0 means a 100% yield; for example, 0.34 means a 34% yield). (1) The reactants are O([C:9]([O:11][C:12]([CH3:15])([CH3:14])[CH3:13])=[O:10])[C:9]([O:11][C:12]([CH3:15])([CH3:14])[CH3:13])=[O:10].[NH2:16][CH2:17][C:18]1(C)[CH:23]=[CH:22][C:21]([CH2:24][NH2:25])=[CH:20][CH:19]1C. The catalyst is C(Cl)Cl.O. The product is [NH2:16][CH2:17][C:18]1[CH:23]=[CH:22][C:21]([CH2:24][NH:25][C:9](=[O:10])[O:11][C:12]([CH3:13])([CH3:14])[CH3:15])=[CH:20][CH:19]=1. The yield is 0.420. (2) The reactants are [CH2:1]1[C:10]2[C:5](=[CH:6][CH:7]=[CH:8][CH:9]=2)[CH2:4][CH2:3][NH:2]1.[C-:11]#[N:12].[K+].[OH2:14]. The catalyst is Cl. The product is [CH2:1]1[C:10]2[C:5](=[CH:6][CH:7]=[CH:8][CH:9]=2)[CH2:4][CH2:3][N:2]1[C:5]1([C:11]#[N:12])[CH2:6][CH2:7][O:14][CH2:3][CH2:4]1. The yield is 0.330. (3) The reactants are [CH2:1]([O:3][C:4]([C:6]1[C:7]([CH3:26])=[N:8][C:9]([NH:13][CH2:14]/[CH:15]=[CH:16]/B2OC(C)(C)C(C)(C)O2)=[N:10][C:11]=1[CH3:12])=[O:5])[CH3:2].Br[C:28]1[CH:29]=[C:30](O)[C:31]([F:34])=[CH:32][CH:33]=1.[F-].[Cs+].C1C[O:41][CH2:40]C1. The catalyst is C1([C-]2C(C3C=CC=CC=3)=C(C3C=CC=CC=3)C(C3C=CC=CC=3)=C2C2C=CC=CC=2)C=CC=CC=1.C(P(C(C)(C)C)[C-]1C=CC=C1)(C)(C)C.[Fe+2]. The product is [CH2:1]([O:3][C:4]([C:6]1[C:11]([CH3:12])=[N:10][C:9]([NH:13][CH2:14]/[CH:15]=[CH:16]/[C:30]2[CH:29]=[C:28]([O:41][CH3:40])[CH:33]=[CH:32][C:31]=2[F:34])=[N:8][C:7]=1[CH3:26])=[O:5])[CH3:2]. The yield is 0.470. (4) The reactants are CC(OI1(OC(C)=O)(OC(C)=O)O[C:12](=O)[C:11]2[CH:10]=CC=C[C:6]1=2)=O.[C:23]([O:27][C:28]([NH:30][C:31]1[S:35][C:34]([C:36]2[C:41]([F:42])=[CH:40][CH:39]=[CH:38][C:37]=2[F:43])=[N:33][C:32]=1[C:44]([NH:46][C:47]1[C:48]([N:57]2[CH2:62][CH2:61][CH2:60][C@H:59]([NH:63][C:64](=[O:70])[O:65]CCCC)[CH2:58]2)=[C:49]2[CH2:55][CH2:54][CH:53]([OH:56])[C:50]2=[N:51][CH:52]=1)=[O:45])=[O:29])([CH3:26])([CH3:25])[CH3:24].[OH-].[Na+]. The catalyst is C(Cl)Cl.CO. The product is [C:23]([O:27][C:28]([NH:30][C:31]1[S:35][C:34]([C:36]2[C:41]([F:42])=[CH:40][CH:39]=[CH:38][C:37]=2[F:43])=[N:33][C:32]=1[C:44]([NH:46][C:47]1[C:48]([N:57]2[CH2:62][CH2:61][CH2:60][C@H:59]([NH:63][C:64](=[O:70])[O:65][C:11]([CH3:12])([CH3:10])[CH3:6])[CH2:58]2)=[C:49]2[CH2:55][CH2:54][C:53](=[O:56])[C:50]2=[N:51][CH:52]=1)=[O:45])=[O:29])([CH3:26])([CH3:24])[CH3:25]. The yield is 0.500.